Dataset: Reaction yield outcomes from USPTO patents with 853,638 reactions. Task: Predict the reaction yield, written as a fraction of the theoretical maximum amount of product (1.0 means a 100% yield; for example, 0.34 means a 34% yield). The product is [CH2:27]([O:26][C:24]([N:8]1[CH2:12][CH2:11][CH:10]([C:13]([O:15][CH2:16][C:17]2[CH:22]=[CH:21][CH:20]=[CH:19][CH:18]=2)=[O:14])[CH2:9]1)=[O:25])[C:28]1[CH:33]=[CH:32][CH:31]=[CH:30][CH:29]=1. The catalyst is C(Cl)Cl. The reactants are C([N:8]1[CH2:12][CH2:11][CH:10]([C:13]([O:15][CH2:16][C:17]2[CH:22]=[CH:21][CH:20]=[CH:19][CH:18]=2)=[O:14])[CH2:9]1)C1C=CC=CC=1.Cl[C:24]([O:26][CH2:27][C:28]1[CH:33]=[CH:32][CH:31]=[CH:30][CH:29]=1)=[O:25]. The yield is 0.390.